Dataset: Catalyst prediction with 721,799 reactions and 888 catalyst types from USPTO. Task: Predict which catalyst facilitates the given reaction. (1) Reactant: [O:1]1[C:5]2[CH:6]=[CH:7][CH:8]=[CH:9][C:4]=2[N:3]=[C:2]1[C:10]1[CH:15]=[CH:14][C:13]([C:16]2[N:21]=[CH:20][C:19](N)=[CH:18][CH:17]=2)=[C:12]([O:23][CH3:24])[CH:11]=1.[BH3-][C:26]#[N:27].[Na+].[CH2:29]=O. Product: [O:1]1[C:5]2[CH:6]=[CH:7][CH:8]=[CH:9][C:4]=2[N:3]=[C:2]1[C:10]1[CH:15]=[CH:14][C:13]([C:16]2[N:21]=[CH:20][C:19]([N:27]([CH3:26])[CH3:29])=[CH:18][CH:17]=2)=[C:12]([O:23][CH3:24])[CH:11]=1. The catalyst class is: 467. (2) Reactant: [NH2:1][C:2]1[CH:7]=[CH:6][C:5]([C:8]2[S:9][CH:10]=[CH:11][CH:12]=2)=[CH:4][C:3]=1[NH:13][C:14]([C:16]1[CH:21]=[CH:20][C:19]([P:22](=[O:29])([O:26]CC)[O:23][CH2:24][CH3:25])=[CH:18][CH:17]=1)=[O:15].[OH-].[Na+]. Product: [NH2:1][C:2]1[CH:7]=[CH:6][C:5]([C:8]2[S:9][CH:10]=[CH:11][CH:12]=2)=[CH:4][C:3]=1[NH:13][C:14]([C:16]1[CH:21]=[CH:20][C:19]([P:22](=[O:26])([OH:29])[O:23][CH2:24][CH3:25])=[CH:18][CH:17]=1)=[O:15]. The catalyst class is: 12. (3) Reactant: [CH2:1]([CH:8]1[C:17]2[C:12](=[CH:13][CH:14]=[C:15]([CH2:18][NH:19][S:20]([CH2:23][CH3:24])(=[O:22])=[O:21])[CH:16]=2)[CH2:11][CH2:10][CH:9]1[NH:25]C(=O)OC(C)(C)C)[C:2]1[CH:7]=[CH:6][CH:5]=[CH:4][CH:3]=1.FC(F)(F)C(O)=O. Product: [NH2:25][CH:9]1[CH:8]([CH2:1][C:2]2[CH:7]=[CH:6][CH:5]=[CH:4][CH:3]=2)[C:17]2[CH:16]=[C:15]([CH2:18][NH:19][S:20]([CH2:23][CH3:24])(=[O:22])=[O:21])[CH:14]=[CH:13][C:12]=2[CH2:11][CH2:10]1. The catalyst class is: 4.